From a dataset of Full USPTO retrosynthesis dataset with 1.9M reactions from patents (1976-2016). Predict the reactants needed to synthesize the given product. (1) Given the product [NH2:1][C:2]1[N:3]=[CH:4][C:5]([C:8]2[C:13]([F:14])=[CH:12][C:11]([C:15]3[C:16]([SH:21])=[CH:17][CH:18]=[CH:19][CH:20]=3)=[CH:10][CH:9]=2)=[CH:6][N:7]=1, predict the reactants needed to synthesize it. The reactants are: [NH2:1][C:2]1[N:7]=[CH:6][C:5]([C:8]2[C:13]([F:14])=[CH:12][C:11]([C:15]3[CH:20]=[CH:19][CH:18]=[CH:17][C:16]=3[S:21]CCC(OCC)=O)=[CH:10][CH:9]=2)=[CH:4][N:3]=1.CC([O-])(C)C.[K+].CO. (2) The reactants are: OO.C(OC(C(F)(F)F)=O)(C(F)(F)F)=[O:4].[N:16]1([CH2:21][CH2:22][CH2:23][C:24]2[N:25]=[N+:26]([O-:37])[C:27]3[CH:36]=[C:35]4[C:31]([CH2:32][CH2:33][CH2:34]4)=[CH:30][C:28]=3[N:29]=2)[CH2:20][CH2:19][CH2:18][CH2:17]1.C(O)(C(F)(F)F)=O. Given the product [N:16]1([CH2:21][CH2:22][CH2:23][C:24]2[N:25]=[N+:26]([O-:37])[C:27]3[CH:36]=[C:35]4[C:31]([CH2:32][CH2:33][CH2:34]4)=[CH:30][C:28]=3[N+:29]=2[O-:4])[CH2:20][CH2:19][CH2:18][CH2:17]1, predict the reactants needed to synthesize it. (3) Given the product [NH2:1][C:2]1[C:32]([C:33]([F:36])([F:35])[F:34])=[CH:31][C:5]([CH2:6][CH:7]([C:8]2[N:46]([CH2:45][C:44]([CH3:55])([CH3:54])[CH2:43][N:42]([CH3:41])[CH3:56])[C:47]3[CH:52]=[CH:51][CH:50]=[CH:49][C:48]=3[N:53]=2)[CH2:10][C:11]([N:12]2[CH2:13][CH2:14][CH:15]([N:18]3[CH2:24][CH2:23][C:22]4[CH:25]=[CH:26][CH:27]=[CH:28][C:21]=4[NH:20][C:19]3=[O:29])[CH2:16][CH2:17]2)=[O:30])=[CH:4][C:3]=1[Cl:37], predict the reactants needed to synthesize it. The reactants are: [NH2:1][C:2]1[C:32]([C:33]([F:36])([F:35])[F:34])=[CH:31][C:5]([CH2:6][CH:7]([CH2:10][C:11](=[O:30])[N:12]2[CH2:17][CH2:16][CH:15]([N:18]3[CH2:24][CH2:23][C:22]4[CH:25]=[CH:26][CH:27]=[CH:28][C:21]=4[NH:20][C:19]3=[O:29])[CH2:14][CH2:13]2)[CH:8]=O)=[CH:4][C:3]=1[Cl:37].Cl.Cl.Cl.[CH3:41][N:42]([CH3:56])[CH2:43][C:44]([CH3:55])([CH3:54])[CH2:45][NH:46][C:47]1[C:48]([NH2:53])=[CH:49][CH:50]=[CH:51][CH:52]=1. (4) Given the product [F:19][C:14]1[CH:13]=[C:12]2[C:17](=[CH:16][C:15]=1[F:18])[N:8]([CH2:7][CH2:6][CH:2]=[O:1])[C:9](=[O:20])[CH:10]=[N:11]2, predict the reactants needed to synthesize it. The reactants are: [O:1]1CCO[CH:2]1[CH2:6][CH2:7][N:8]1[C:17]2[C:12](=[CH:13][C:14]([F:19])=[C:15]([F:18])[CH:16]=2)[N:11]=[CH:10][C:9]1=[O:20].Cl.C(=O)([O-])O.[Na+].